From a dataset of Forward reaction prediction with 1.9M reactions from USPTO patents (1976-2016). Predict the product of the given reaction. (1) Given the reactants Br[C:2]1[CH:7]=[CH:6][C:5]([C:8]2[N:9]([C:24]3[CH:29]=[CH:28][C:27]([Cl:30])=[CH:26][CH:25]=3)[C:10](=[O:23])[C:11]3[CH:16]=[N:15][N:14]([C:17]4[CH:22]=[CH:21][CH:20]=[CH:19][CH:18]=4)[C:12]=3[N:13]=2)=[CH:4][CH:3]=1.[NH:31]1[CH:35]=[CH:34][N:33]=[CH:32]1.CN[C@H]1[C@H](NC)CCCC1.[O-]P([O-])([O-])=O.[K+].[K+].[K+], predict the reaction product. The product is: [Cl:30][C:27]1[CH:28]=[CH:29][C:24]([N:9]2[C:10](=[O:23])[C:11]3[CH:16]=[N:15][N:14]([C:17]4[CH:22]=[CH:21][CH:20]=[CH:19][CH:18]=4)[C:12]=3[N:13]=[C:8]2[C:5]2[CH:6]=[CH:7][C:2]([N:31]3[CH:35]=[CH:34][N:33]=[CH:32]3)=[CH:3][CH:4]=2)=[CH:25][CH:26]=1. (2) The product is: [CH2:1]=[C:9]([C:11]1[CH:16]=[CH:15][C:14]([C:17]([F:20])([F:19])[F:18])=[CH:13][CH:12]=1)[CH2:8][CH3:7]. Given the reactants [CH3:1]C(C)([O-])C.[K+].[CH3:7][CH2:8][C:9]([C:11]1[CH:16]=[CH:15][C:14]([C:17]([F:20])([F:19])[F:18])=[CH:13][CH:12]=1)=O, predict the reaction product. (3) The product is: [CH2:16]([O:2][C:1]1[CH:8]=[CH:7][CH:6]=[CH:5][C:3]=1[O:12][CH2:9][CH2:7][CH2:8][CH2:1][CH2:3][CH3:5])[CH2:17][CH2:18][CH2:19][CH2:20][CH3:21]. Given the reactants [C:1]1([C:3](=[CH:5][CH:6]=[CH:7][CH:8]=1)O)[OH:2].[C:9]([O-:12])([O-])=O.[K+].[K+].Br[CH2:16][CH2:17][CH2:18][CH2:19][CH2:20][CH3:21].O, predict the reaction product. (4) Given the reactants [C:1]([C:9]1[CH:13]=[C:12](Br)[S:11][C:10]=1[NH:15][C:16](=[O:18])[CH3:17])(=[O:8])[C:2]1[CH:7]=[CH:6][CH:5]=[CH:4][CH:3]=1.[C:19]1(B(O)O)[CH:24]=[CH:23][CH:22]=[CH:21][CH:20]=1.C([O-])([O-])=O.[Na+].[Na+], predict the reaction product. The product is: [C:1]([C:9]1[CH:13]=[C:12]([C:19]2[CH:24]=[CH:23][CH:22]=[CH:21][CH:20]=2)[S:11][C:10]=1[NH:15][C:16](=[O:18])[CH3:17])(=[O:8])[C:2]1[CH:7]=[CH:6][CH:5]=[CH:4][CH:3]=1. (5) The product is: [CH2:1]([C:5]1[CH:10]=[CH:9][C:8]([C:11]2[O:15][N:14]=[C:13]([C:16]3[CH:17]=[CH:18][C:19]([CH2:23][N:24]4[CH2:27][CH:26]([C:28]([OH:30])=[O:29])[CH2:25]4)=[N:20][C:21]=3[CH3:22])[N:12]=2)=[CH:7][C:6]=1[CH3:32])[CH:2]([CH3:4])[CH3:3]. Given the reactants [CH2:1]([C:5]1[CH:10]=[CH:9][C:8]([C:11]2[O:15][N:14]=[C:13]([C:16]3[CH:17]=[CH:18][C:19]([CH2:23][N:24]4[CH2:27][CH:26]([C:28]([O:30]C)=[O:29])[CH2:25]4)=[N:20][C:21]=3[CH3:22])[N:12]=2)=[CH:7][C:6]=1[CH3:32])[CH:2]([CH3:4])[CH3:3].[OH-].[Na+].C(O)(=O)C.C(O)(=O)C(O)=O, predict the reaction product. (6) Given the reactants Cl.[F:2][C:3]1[CH:8]=[CH:7][C:6]([NH:9][C:10]2[CH:11]=[CH:12][C:13]([CH2:16][NH:17][C:18]([C:20]3([NH2:23])[CH2:22][CH2:21]3)=[O:19])=[N:14][CH:15]=2)=[C:5]([C:24]([F:27])([F:26])[F:25])[CH:4]=1.[C:28]([NH:31][C:32]1[S:33][C:34]([C:37](O)=[O:38])=[CH:35][N:36]=1)(=[O:30])[CH3:29], predict the reaction product. The product is: [F:2][C:3]1[CH:8]=[CH:7][C:6]([NH:9][C:10]2[CH:11]=[CH:12][C:13]([CH2:16][NH:17][C:18]([C:20]3([NH:23][C:37]([C:34]4[S:33][C:32]([NH:31][C:28](=[O:30])[CH3:29])=[N:36][CH:35]=4)=[O:38])[CH2:21][CH2:22]3)=[O:19])=[N:14][CH:15]=2)=[C:5]([C:24]([F:27])([F:25])[F:26])[CH:4]=1.